This data is from Catalyst prediction with 721,799 reactions and 888 catalyst types from USPTO. The task is: Predict which catalyst facilitates the given reaction. (1) Reactant: [OH:1][C:2]1[C:10]([OH:11])=[CH:9][CH:8]=[CH:7][C:3]=1[C:4]([OH:6])=O.[Si](Cl)(C)(C)C.CCN=C=NCCCN(C)C.[NH2:28][CH2:29][CH2:30][NH:31][C:32](=[O:58])[CH2:33][C@@H:34]1[N:40]=[C:39]([C:41]2[CH:46]=[CH:45][C:44]([Cl:47])=[CH:43][CH:42]=2)[C:38]2[CH:48]=[C:49]([O:52][CH3:53])[CH:50]=[CH:51][C:37]=2[N:36]2[C:54]([CH3:57])=[N:55][N:56]=[C:35]12. Product: [Cl:47][C:44]1[CH:45]=[CH:46][C:41]([C:39]2[C:38]3[CH:48]=[C:49]([O:52][CH3:53])[CH:50]=[CH:51][C:37]=3[N:36]3[C:54]([CH3:57])=[N:55][N:56]=[C:35]3[C@H:34]([CH2:33][C:32]([NH:31][CH2:30][CH2:29][NH:28][C:4](=[O:6])[C:3]3[CH:7]=[CH:8][CH:9]=[C:10]([OH:11])[C:2]=3[OH:1])=[O:58])[N:40]=2)=[CH:42][CH:43]=1. The catalyst class is: 64. (2) Reactant: [Cl:1][C:2]1[CH:7]=[CH:6][C:5]([N:8]2[C:17](=[O:18])[C:16]3[C:11](=[CH:12][C:13]([O:19]C)=[CH:14][CH:15]=3)[N:10]=[C:9]2[N:21]([CH2:24][CH3:25])[CH2:22][CH3:23])=[CH:4][CH:3]=1.C(=O)([O-])O.[Na+]. Product: [Cl:1][C:2]1[CH:3]=[CH:4][C:5]([N:8]2[C:17](=[O:18])[C:16]3[C:11](=[CH:12][C:13]([OH:19])=[CH:14][CH:15]=3)[N:10]=[C:9]2[N:21]([CH2:24][CH3:25])[CH2:22][CH3:23])=[CH:6][CH:7]=1. The catalyst class is: 201. (3) Reactant: [H-].[Na+].[NH2:3][C:4]1[C:13]2[C:8](=[C:9]([O:16][CH2:17][CH:18]3[CH2:20][CH2:19]3)[C:10]([O:14][CH3:15])=[CH:11][CH:12]=2)[NH:7][C:6](=[O:21])[CH:5]=1.[Cl:22][C:23]1[CH:24]=[N:25][CH:26]=[C:27]([Cl:30])[C:28]=1Cl. Product: [CH:18]1([CH2:17][O:16][C:9]2[C:10]([O:14][CH3:15])=[CH:11][CH:12]=[C:13]3[C:8]=2[NH:7][C:6](=[O:21])[CH:5]=[C:4]3[NH:3][C:28]2[C:27]([Cl:30])=[CH:26][N:25]=[CH:24][C:23]=2[Cl:22])[CH2:19][CH2:20]1. The catalyst class is: 16.